This data is from Experimentally validated miRNA-target interactions with 360,000+ pairs, plus equal number of negative samples. The task is: Binary Classification. Given a miRNA mature sequence and a target amino acid sequence, predict their likelihood of interaction. (1) The miRNA is hsa-miR-564 with sequence AGGCACGGUGUCAGCAGGC. The protein sequence of the target gene is MLRDTMKSWNDSQSDLCSTDQEEEEEMIFGENEDDLDEMMDLSDLPTSLFACSVHEAVFEAREQKERFEALFTIYDDQVTFQLFKSFRRVRINFSKPEAAARARIELHETDFNGQKLKLYFAQVQMSGEVRDKSYLLPPQPVKQFLISPPASPPVGWKQSEDAMPVINYDLLCAVSKLGPGEKYELHAGTESTPSVVVHVCESETEEEEETKNPKQKIAQTRRPDPPTAALNEPQTFDCAL. Result: 1 (interaction). (2) The protein sequence of the target gene is MSETSFNLISEKCDILSILRDHPENRIYRRKIEELSKRFTAIRKTKGDGNCFYRALGYSYLESLLGKSREIFKFKERVLQTPNDLLAAGFEEHKFRNFFNAFYSVVELVEKDGSVSSLLKVFNDQSASDHIVQFLRLLTSAFIRNRADFFRHFIDEEMDIKDFCTHEVEPMATECDHIQITALSQALSIALQVEYVDEMDTALNHHVFPEAATPSVYLLYKTSHYNILYAADKH. The miRNA is hsa-miR-3943 with sequence UAGCCCCCAGGCUUCACUUGGCG. Result: 1 (interaction). (3) The miRNA is cel-miR-43-3p with sequence UAUCACAGUUUACUUGCUGUCGC. The protein sequence of the target gene is MSVRPFESPPPYRPDEFKPNHYAPSNDMYGGEMHVRPMLSQPAYSFYPEDEILHFYKWTSPPGVIRILSMLIIVMCIAIFACVASTLAWDRGYGTGLFGGSLNYPYSGFGYGGGYGGGYGGYGYGYGGYTDPRAAKGFLLAMAAFCFIASLVIFVTSVIRSGMSRTRRYYLIVIIVSAILGIMVFIATIVYIMGVNPTAQASGSMYGSQIYMICNQFYTPGGTGLYVDQYLYHYCVVDPQEAIAIVLGFMIIVAFALIIFFAVKTRRKMDRYDKSNILWDKEHIYDEQPPNVEEWVKNVS.... Result: 0 (no interaction). (4) The miRNA is hsa-miR-548q with sequence GCUGGUGCAAAAGUAAUGGCGG. The protein sequence of the target gene is MQPRSERPAGRTQSPEHGSPGPGPEAPPPPPPQPPAPEAERTRPRQARPAAPMEGAVQLLSREGHSVAHNSKRHYHDAFVAMSRMRQRGLLCDIVLHVAAKEIRAHKVVLASCSPYFHAMFTNEMSESRQTHVTLHDIDPQALDQLVQFAYTAEIVVGEGNVQTLLPAASLLQLNGVRDACCKFLLSQLDPSNCLGIRGFADAHSCSDLLKAAHRYVLQHFVDVAKTEEFMLLPLKQVLELVSSDSLNVPSEEEVYRAVLSWVKHDVDARRQHVPRLMKCVRLPLLSRDFLLGHVDAESL.... Result: 0 (no interaction). (5) The miRNA is ath-miR156d-5p with sequence UGACAGAAGAGAGUGAGCAC. The protein sequence of the target gene is MRLSALLALASKVTLPPHYRYGMSPPGSVADKRKNPPWIRRRPVVVEPISDEDWYLFCGDTVEILEGKDAGKQGKVVQVIRQRNWVVVGGLNTHYRYIGKTMDYRGTMIPSEAPLLHRQVKLVDPMDRKPTEIEWRFTEAGERVRVSTRSGRIIPKPEFPRADGIVPETWIDGPKDTSVEDALERTYVPCLKTLQEEVMEAMGIKETRKYKKVYWY. Result: 0 (no interaction). (6) The miRNA is hsa-miR-150-5p with sequence UCUCCCAACCCUUGUACCAGUG. The protein sequence of the target gene is MSPESKKLFNIIILGVAFMFMFTAFQTCGNVAQTVIRSLNRTDFHGSGYTSMAIIYGVFSASNLITPSVVAIVGPQLSMFASGLFYSMYIAVFIQPFPWSFYTASVFIGIAAAVLWTAQGNCLTINSDEHSIGRNSGIFWALLQSSLFFGNLYIYFAWQGKTQISESDRRTVFIALTVISLVGTVLFFLIRKPDSENVLGEDESSDDQDMEVNESAQNNLTKAVDAFKKSFKLCVTKEMLLLSITTAYTGLELTFFSGVYGTCIGATNKFGAEEKSLIGLSGIFIGIGEILGGSLFGLLS.... Result: 1 (interaction). (7) The miRNA is mmu-miR-7648-5p with sequence CCGCGUUCCGGGCUCGGCGC. The protein sequence of the target gene is MEGAGENAPESSSSAPGSEESARDPQVPPPEEESGDCARSLEAVPKKLCGYLSKFGGKGPIRGWKSRWFFYDERKCQLYYSRTAQDANPLDSIDLSSAVFDCKADAEEGIFEIKTPSRVITLKAATKQAMLYWLQQLQMKRWEFHNSPPAPPATPDAALAGNGPVLHLELGQEEAELEEFLCPVKTPPGLVGVAAALQPFPALQNISLKHLGTEIQNTMHNIRGNKQAQGTGHEPPGEDSPQSGEPQREEQPLASDASTPGREPEDSPKPAPKPSLTISFAQKAKRQNNTFPFFSEGITR.... Result: 0 (no interaction).